From a dataset of Forward reaction prediction with 1.9M reactions from USPTO patents (1976-2016). Predict the product of the given reaction. (1) Given the reactants C([Si]([O:8][CH2:9][C:10]1[CH:15]=[C:14]([N+:16]([O-:18])=[O:17])[CH:13]=[CH:12][C:11]=1[N:19]=[C:20]=S)(C)C)(C)(C)C.[CH3:22][O:23][C:24]1[CH:25]=[CH:26][CH:27]=[C:28]2[C:32]=1[CH:31]([NH2:33])[CH2:30][CH2:29]2, predict the reaction product. The product is: [CH3:22][O:23][C:24]1[CH:25]=[CH:26][CH:27]=[C:28]2[C:32]=1[CH:31]([NH:33][C:20]1[O:8][CH2:9][C:10]3[CH:15]=[C:14]([N+:16]([O-:18])=[O:17])[CH:13]=[CH:12][C:11]=3[N:19]=1)[CH2:30][CH2:29]2. (2) Given the reactants CS(Cl)(=O)=O.[Si:6]([O:13][CH2:14][CH2:15][CH2:16][O:17][C:18]1[CH:23]=[CH:22][C:21]([CH2:24]O)=[C:20]([O:26][CH3:27])[CH:19]=1)([C:9]([CH3:12])([CH3:11])[CH3:10])([CH3:8])[CH3:7].C(N(C(C)C)CC)(C)C.[Cl-:37].[Li+], predict the reaction product. The product is: [C:9]([Si:6]([O:13][CH2:14][CH2:15][CH2:16][O:17][C:18]1[CH:23]=[CH:22][C:21]([CH2:24][Cl:37])=[C:20]([O:26][CH3:27])[CH:19]=1)([CH3:8])[CH3:7])([CH3:12])([CH3:11])[CH3:10]. (3) Given the reactants [CH2:1]([C@@H:8]([CH2:12][CH2:13][C@H:14]([CH2:34][C:35]1[CH:40]=[CH:39][CH:38]=[CH:37][CH:36]=1)[C:15]([NH:17][C@H:18]1[CH2:24][CH2:23][S:22][C@H:21]2[CH2:25][CH2:26][CH2:27][C@@H:28]([C:29]([O:31][CH3:32])=[O:30])[N:20]2[C:19]1=[O:33])=[O:16])[C:9](O)=[O:10])[C:2]1[CH:7]=[CH:6][CH:5]=[CH:4][CH:3]=1.FC(F)(F)C(O)=O.[NH2:48][C@H:49]1[CH2:55][CH:54]=[CH:53][CH2:52][N:51]([C:56]2[CH:61]=[CH:60][CH:59]=[CH:58][CH:57]=2)[C:50]1=[O:62], predict the reaction product. The product is: [CH2:34]([C@@H:14]([CH2:13][CH2:12][C@H:8]([CH2:1][C:2]1[CH:3]=[CH:4][CH:5]=[CH:6][CH:7]=1)[C:9](=[O:10])[NH:48][C@H:49]1[CH2:55][CH:54]=[CH:53][CH2:52][N:51]([C:56]2[CH:61]=[CH:60][CH:59]=[CH:58][CH:57]=2)[C:50]1=[O:62])[C:15]([NH:17][C@H:18]1[CH2:24][CH2:23][S:22][C@H:21]2[CH2:25][CH2:26][CH2:27][C@@H:28]([C:29]([O:31][CH3:32])=[O:30])[N:20]2[C:19]1=[O:33])=[O:16])[C:35]1[CH:40]=[CH:39][CH:38]=[CH:37][CH:36]=1. (4) Given the reactants C(NCC)C.C(O)(C)(C)C.Br[CH2:12][C:13]([C:15]1[CH:20]=[CH:19][C:18]([N+:21]([O-:23])=[O:22])=[CH:17][CH:16]=1)=[O:14].[N+:24]([C:27]1[CH:32]=[CH:31][C:30]([C:33](=[O:35])[CH3:34])=[CH:29][CH:28]=1)([O-:26])=[O:25], predict the reaction product. The product is: [N+:21]([C:18]1[CH:19]=[CH:20][C:15]([C:13](=[O:14])[CH2:12][CH2:34][C:33]([C:30]2[CH:29]=[CH:28][C:27]([N+:24]([O-:26])=[O:25])=[CH:32][CH:31]=2)=[O:35])=[CH:16][CH:17]=1)([O-:23])=[O:22]. (5) Given the reactants C([O:3][C:4](=[O:20])[CH:5]([O:17][CH2:18][CH3:19])[CH2:6][C:7]1[CH:8]=[C:9]2[C:13](=[CH:14][CH:15]=1)[NH:12][C:11]([CH3:16])=[CH:10]2)C.Cl[CH2:22][C:23]1[N:24]=[C:25]([C:28]2[CH:33]=[CH:32][CH:31]=[CH:30][CH:29]=2)[S:26][CH:27]=1.[H-].[Na+], predict the reaction product. The product is: [CH2:18]([O:17][CH:5]([CH2:6][C:7]1[CH:8]=[C:9]2[C:13](=[CH:14][CH:15]=1)[N:12]([CH2:22][C:23]1[N:24]=[C:25]([C:28]3[CH:29]=[CH:30][CH:31]=[CH:32][CH:33]=3)[S:26][CH:27]=1)[C:11]([CH3:16])=[CH:10]2)[C:4]([OH:3])=[O:20])[CH3:19]. (6) Given the reactants [CH3:1][O:2][C:3]1[CH:4]=[C:5]([CH:8]=[C:9]([O:13][CH3:14])[C:10]=1[O:11][CH3:12])[CH:6]=O.[NH2:15][C:16]1[CH:21]=[CH:20][CH:19]=[CH:18][C:17]=1[SH:22].CS(C)=O, predict the reaction product. The product is: [CH3:1][O:2][C:3]1[CH:4]=[C:5]([C:6]2[S:22][C:17]3[CH:18]=[CH:19][CH:20]=[CH:21][C:16]=3[N:15]=2)[CH:8]=[C:9]([O:13][CH3:14])[C:10]=1[O:11][CH3:12]. (7) Given the reactants [Cl:1][C:2]1[CH:7]=[CH:6][C:5](/[CH:8]=[CH:9]/[C:10]2[CH:11]=[C:12]([CH:16]=[CH:17][C:18]=2[O:19][CH3:20])[C:13]([OH:15])=O)=[CH:4][CH:3]=1.[NH2:21][CH2:22][CH2:23][O:24][CH2:25][CH2:26][OH:27], predict the reaction product. The product is: [Cl:1][C:2]1[CH:3]=[CH:4][C:5](/[CH:8]=[CH:9]/[C:10]2[CH:11]=[C:12]([CH:16]=[CH:17][C:18]=2[O:19][CH3:20])[C:13]([NH:21][CH2:22][CH2:23][O:24][CH2:25][CH2:26][OH:27])=[O:15])=[CH:6][CH:7]=1.